This data is from Experimentally validated miRNA-target interactions with 360,000+ pairs, plus equal number of negative samples. The task is: Binary Classification. Given a miRNA mature sequence and a target amino acid sequence, predict their likelihood of interaction. (1) The miRNA is hsa-miR-3667-3p with sequence ACCUUCCUCUCCAUGGGUCUUU. The protein sequence of the target gene is MAGARRLELGEALALGSGWRHACHALLYAPDPGMLFGRIPLRYAILMQMRFDGRLGFPGGFVDTQDRSLEDGLNRELREELGEAAAAFRVERTDYRSSHVGSGPRVVAHFYAKRLTLEELLAVEAGATRAKDHGLEVLGLVRVPLYTLRDGVGGLPTFLENSFIGSAREQLLEALQDLGLLQSGSISGLKIPAHH. Result: 1 (interaction). (2) The miRNA is hsa-miR-5004-3p with sequence CUUGGAUUUUCCUGGGCCUCAG. The protein sequence of the target gene is MSSSGTLSNYYVDSLIGHEGDEVFAARFGPPGPGTQGRPAGVADGPAAATAEFASCSFAPKSSVFSASWSAVAAQPPAAATMSGLYHPYVSPPPLAAAEPGRYVRSWMEPLPGFPGGAGGGGGSGGGGGGGPGPVPSPGGPANGRHYGIKPETGAAPAPAAASTSSSSSTSSSSSSKRTECSAARESQGSGGPEFPCNSFLRDKAAAATGNGPGVGIGTGPGAVGSSEPSACSDHPSPGCSLKEEEKQPPQPPQQQLDPNNPAANWIHARSTRKKRCPYTKYQTLELEKEFLFNMYLTRD.... Result: 0 (no interaction). (3) The miRNA is hsa-miR-34b-3p with sequence CAAUCACUAACUCCACUGCCAU. Result: 1 (interaction). The protein sequence of the target gene is MSNSVPLLCFWSLCYCFAAGSPVPFGPEGRLEDKLHKPKATQTEVKPSVRFNLRTSKDPEHEGCYLSVGHSQPLEDCSFNMTAKTFFIIHGWTMSGIFENWLHKLVSALHTREKDANVVVVDWLPLAHQLYTDAVNNTRVVGHSIARMLDWLQEKDDFSLGNVHLIGYSLGAHVAGYAGNFVKGTVGRITGLDPAGPMFEGADIHKRLSPDDADFVDVLHTYTRSFGLSIGIQMPVGHIDIYPNGGDFQPGCGLNDVLGSIAYGTITEVVKCEHERAVHLFVDSLVNQDKPSFAFQCTDS.... (4) The miRNA is hsa-miR-4310 with sequence GCAGCAUUCAUGUCCC. The protein sequence of the target gene is MILLSFVSDSNVGTGEKKVTEAWISEDENSHRTTSDRLTVMELPSPESEEVHEPRLGELLGNPEGQSLGSSPSQDRGCKQVTVTHWKIQTGETAQVCTKSGRNHILNSDLLLLQRELIEGEANPCDICGKTFTFNSDLVRHRISHAGEKPYTCDQCGKGFGQSSHLMEHQRIHTGERLYVCNVCGKDFIHYSGLIEHQRVHSGEKPFKCAQCGKAFCHSSDLIRHQRVHTRERPFECKECGKGFSQSSLLIRHQRIHTGERPYECNECGKSFIRSSSLIRHYQIHTEVKQYECKECGKAF.... Result: 1 (interaction). (5) The miRNA is hsa-miR-143-5p with sequence GGUGCAGUGCUGCAUCUCUGGU. The protein sequence of the target gene is MMSIQEKSKENSSKVTKKSDDKNSETEIQDSQKNLAKKSGPKETIKSQAKSSSESKINQPELETRMSTRSSKAASNDKATKSINKNTVTVRGYSQESTKKKLSQKKLVHENPKANEQLNRRSQRLQQLTEVSRRSLRSREIQGQVQAVKQSLPPTKKEQCSSTQSKSNKTSQKHVKRKVLEVKSDSKEDENLVINEVINSPKGKKRKVEHQTACACSSQCTQGSEKCPQKTTRRDETKPVPVTSEVKRSKMATSVVPKKNEMKKSVHTQVNTNTTLPKSPQPSVPEQSDNELEQAGKSKR.... Result: 1 (interaction). (6) The miRNA is hsa-miR-4783-5p with sequence GGCGCGCCCAGCUCCCGGGCU. The protein sequence of the target gene is MSGGKYVDSEGHLYTVPIREQGNIYKPNNKAMADELSEKQVYDAHTKEIDLVNRDPKHLNDDVVKIDFEDVIAEPEGTHSFDGIWKASFTTFTVTKYWFYRLLSALFGIPMALIWGIYFAILSFLHIWAVVPCIKSFLIEIQCISRVYSIYVHTVCDPLFEAVGKIFSNVRINLQKEI. Result: 0 (no interaction). (7) The miRNA is hsa-miR-4537 with sequence UGAGCCGAGCUGAGCUUAGCUG. The protein sequence of the target gene is MSNDGRSRNRDRRYDEVPSDLPYQDTTIRTHPTLHDSERAVSADPLPPPPLPLQPPFGPDFYSSDTEEPAIAPDLKPVRRFVPDSWKNFFRGKKKDPEWDKPVSDIRYISDGVECSPPASPARPNHRSPLNSCKDPYGGSEGTFSSRKEADAVFPRDPYGSLDRHTQTVRTYSEKVEEYNLRYSYMKSWAGLLRILGVVELLLGAGVFACVTAYIHKDSEWYNLFGYSQPYGMGGVGGLGSMYGGYYYTGPKTPFVLVVAGLAWITTIIILVLGMSMYYRTILLDSNWWPLTEFGINVAL.... Result: 1 (interaction).